Dataset: Full USPTO retrosynthesis dataset with 1.9M reactions from patents (1976-2016). Task: Predict the reactants needed to synthesize the given product. Given the product [CH2:10]1[O:9][C:8]2([CH2:7][CH2:6][C:5]3([CH:15]([OH:17])[CH2:2][CH2:3][CH2:4]3)[CH2:14][CH2:13]2)[O:12][CH2:11]1, predict the reactants needed to synthesize it. The reactants are: I[CH2:2][CH2:3][CH2:4][C:5]1([C:15]([O:17]CC)=O)[CH2:14][CH2:13][C:8]2([O:12][CH2:11][CH2:10][O:9]2)[CH2:7][CH2:6]1.[I-].[Sm+2].[I-].